This data is from Forward reaction prediction with 1.9M reactions from USPTO patents (1976-2016). The task is: Predict the product of the given reaction. (1) Given the reactants [Cl:1][C:2]1[CH:7]=[CH:6][CH:5]=[CH:4][C:3]=1[NH:8][C:9](=[O:23])[NH:10][C:11]1[CH:16]=[CH:15][C:14]([CH2:17][C:18]([OH:20])=O)=[CH:13][C:12]=1[O:21][CH3:22].[CH:24]1[C:33]2[C:28](=[CH:29][CH:30]=[CH:31][CH:32]=2)[CH:27]=[CH:26][C:25]=1[O:34][C@@H:35]1[CH2:39][NH:38][C@H:37]([CH2:40][O:41][C:42]2[CH:51]=[CH:50][C:45]([C:46]([O:48][CH3:49])=[O:47])=[CH:44][CH:43]=2)[CH2:36]1.CCN=C=NCCCN(C)C.Cl, predict the reaction product. The product is: [Cl:1][C:2]1[CH:7]=[CH:6][CH:5]=[CH:4][C:3]=1[NH:8][C:9](=[O:23])[NH:10][C:11]1[CH:16]=[CH:15][C:14]([CH2:17][C:18]([N:38]2[CH2:39][C@@H:35]([O:34][C:25]3[CH:26]=[CH:27][C:28]4[C:33](=[CH:32][CH:31]=[CH:30][CH:29]=4)[CH:24]=3)[CH2:36][C@H:37]2[CH2:40][O:41][C:42]2[CH:43]=[CH:44][C:45]([C:46]([O:48][CH3:49])=[O:47])=[CH:50][CH:51]=2)=[O:20])=[CH:13][C:12]=1[O:21][CH3:22]. (2) Given the reactants [F:1][C:2]1[CH:3]=[C:4]([CH:7]=[CH:8][CH:9]=1)[CH2:5][NH2:6].[C:10]([N:17]1[CH2:22][CH2:21][C:20](=O)[CH2:19][CH2:18]1)([O:12][C:13]([CH3:16])([CH3:15])[CH3:14])=[O:11], predict the reaction product. The product is: [C:13]([O:12][C:10]([N:17]1[CH2:22][CH2:21][CH:20]([NH:6][CH2:5][C:4]2[CH:7]=[CH:8][CH:9]=[C:2]([F:1])[CH:3]=2)[CH2:19][CH2:18]1)=[O:11])([CH3:16])([CH3:14])[CH3:15]. (3) The product is: [Cl:1][C:2]1[CH:3]=[C:4]([C@@H:8]2[C@@H:13]([C:14]3[CH:19]=[CH:18][C:17]([Cl:20])=[CH:16][CH:15]=3)[N:12]([CH2:21][CH:22]3[CH2:24][CH2:23]3)[C:11](=[O:25])[C@@H:10]([CH2:26][C:27]([OH:29])=[O:28])[O:9]2)[CH:5]=[CH:6][CH:7]=1. Given the reactants [Cl:1][C:2]1[CH:3]=[C:4]([C@@H:8]2[C@@H:13]([C:14]3[CH:19]=[CH:18][C:17]([Cl:20])=[CH:16][CH:15]=3)[N:12]([CH2:21][CH:22]3[CH2:24][CH2:23]3)[C:11](=[O:25])[C@@H:10]([CH2:26][C:27]([O:29]C(C)(C)C)=[O:28])[O:9]2)[CH:5]=[CH:6][CH:7]=1.C(O)(C(F)(F)F)=O, predict the reaction product. (4) Given the reactants [CH3:1][O:2][C:3](=[O:42])[C:4]1[CH:9]=[C:8]([O:10][C:11]2[CH:16]=[CH:15][C:14]([NH:17][S:18]([C:21]3[CH:26]=[CH:25][C:24]([CH3:27])=[CH:23][CH:22]=3)(=[O:20])=[O:19])=[C:13]([C:28](=O)[NH2:29])[CH:12]=2)[CH:7]=[CH:6][C:5]=1[NH:31][S:32]([C:35]1[CH:40]=[CH:39][C:38]([CH3:41])=[CH:37][CH:36]=1)(=[O:34])=[O:33].O=P(Cl)(Cl)Cl, predict the reaction product. The product is: [CH3:1][O:2][C:3](=[O:42])[C:4]1[CH:9]=[C:8]([O:10][C:11]2[CH:16]=[CH:15][C:14]([NH:17][S:18]([C:21]3[CH:22]=[CH:23][C:24]([CH3:27])=[CH:25][CH:26]=3)(=[O:19])=[O:20])=[C:13]([C:28]#[N:29])[CH:12]=2)[CH:7]=[CH:6][C:5]=1[NH:31][S:32]([C:35]1[CH:36]=[CH:37][C:38]([CH3:41])=[CH:39][CH:40]=1)(=[O:34])=[O:33]. (5) Given the reactants CS(C)=O.[CH3:5][N:6]([CH3:12])[C@@H:7]1[CH2:11][CH2:10][NH:9][CH2:8]1.[O:13]([CH2:31][CH2:32][N:33]([CH3:55])[C:34]([C:36]1[O:37][C:38]2[C:44](F)=[C:43]([C:46]3[CH:51]=[CH:50][CH:49]=[CH:48][CH:47]=3)[C:42]([CH3:52])=[C:41]([C:53]#[N:54])[C:39]=2[N:40]=1)=[O:35])[Si](C(C)(C)C)(C1C=CC=CC=1)C1C=CC=CC=1.C(N(CC)CC)C, predict the reaction product. The product is: [C:53]([C:41]1[C:39]2[N:40]=[C:36]([C:34]([N:33]([CH2:32][CH2:31][OH:13])[CH3:55])=[O:35])[O:37][C:38]=2[C:44]([N:9]2[CH2:10][CH2:11][C@H:7]([N:6]([CH3:12])[CH3:5])[CH2:8]2)=[C:43]([C:46]2[CH:51]=[CH:50][CH:49]=[CH:48][CH:47]=2)[C:42]=1[CH3:52])#[N:54]. (6) Given the reactants [H-].[Na+].[Cl:3][C:4]1[CH:5]=[C:6]([CH:15]=[C:16]([Cl:18])[CH:17]=1)[CH2:7][N:8]1[CH:12]=[CH:11][N:10]=[C:9]1[CH2:13][OH:14].[CH2:19](Br)[C:20]1[CH:25]=[CH:24][CH:23]=[CH:22][CH:21]=1, predict the reaction product. The product is: [CH2:19]([O:14][CH2:13][C:9]1[N:8]([CH2:7][C:6]2[CH:15]=[C:16]([Cl:18])[CH:17]=[C:4]([Cl:3])[CH:5]=2)[CH:12]=[CH:11][N:10]=1)[C:20]1[CH:25]=[CH:24][CH:23]=[CH:22][CH:21]=1. (7) Given the reactants [Cl:1][C:2]1[CH:7]=[CH:6][C:5]([S:8]([N:11]2[CH2:16][CH2:15][CH2:14][C@@H:13]([C:17]([OH:19])=O)[CH2:12]2)(=[O:10])=[O:9])=[CH:4][CH:3]=1.[CH:20]1([NH2:25])[CH2:24][CH2:23][CH2:22][CH2:21]1, predict the reaction product. The product is: [CH:20]1([NH:25][C:17]([C@@H:13]2[CH2:14][CH2:15][CH2:16][N:11]([S:8]([C:5]3[CH:4]=[CH:3][C:2]([Cl:1])=[CH:7][CH:6]=3)(=[O:9])=[O:10])[CH2:12]2)=[O:19])[CH2:24][CH2:23][CH2:22][CH2:21]1.